From a dataset of Peptide-MHC class I binding affinity with 185,985 pairs from IEDB/IMGT. Regression. Given a peptide amino acid sequence and an MHC pseudo amino acid sequence, predict their binding affinity value. This is MHC class I binding data. (1) The peptide sequence is DPRRCLKPV. The MHC is HLA-B07:02 with pseudo-sequence HLA-B07:02. The binding affinity (normalized) is 0.499. (2) The peptide sequence is KGAVDLSHFL. The MHC is HLA-C06:02 with pseudo-sequence HLA-C06:02. The binding affinity (normalized) is 0.0206. (3) The peptide sequence is LVKLHSGKDV. The binding affinity (normalized) is 0.197. The MHC is HLA-A30:01 with pseudo-sequence HLA-A30:01. (4) The peptide sequence is AYFKDCLFKDW. The MHC is HLA-A24:02 with pseudo-sequence HLA-A24:02. The binding affinity (normalized) is 0.0759. (5) The peptide sequence is SYSEIARAI. The MHC is H-2-Dd with pseudo-sequence H-2-Dd. The binding affinity (normalized) is 0. (6) The peptide sequence is LTILDDNLY. The MHC is HLA-A68:01 with pseudo-sequence HLA-A68:01. The binding affinity (normalized) is 0.452. (7) The peptide sequence is VPYCNYSKF. The MHC is HLA-A24:02 with pseudo-sequence HLA-A24:02. The binding affinity (normalized) is 0.119.